Dataset: NCI-60 drug combinations with 297,098 pairs across 59 cell lines. Task: Regression. Given two drug SMILES strings and cell line genomic features, predict the synergy score measuring deviation from expected non-interaction effect. (1) Drug 1: C1=CC=C(C=C1)NC(=O)CCCCCCC(=O)NO. Drug 2: CNC(=O)C1=NC=CC(=C1)OC2=CC=C(C=C2)NC(=O)NC3=CC(=C(C=C3)Cl)C(F)(F)F. Cell line: NCI-H460. Synergy scores: CSS=62.5, Synergy_ZIP=2.62, Synergy_Bliss=3.65, Synergy_Loewe=-5.60, Synergy_HSA=7.34. (2) Cell line: TK-10. Drug 2: CCN(CC)CCCC(C)NC1=C2C=C(C=CC2=NC3=C1C=CC(=C3)Cl)OC. Drug 1: CC12CCC3C(C1CCC2O)C(CC4=C3C=CC(=C4)O)CCCCCCCCCS(=O)CCCC(C(F)(F)F)(F)F. Synergy scores: CSS=13.7, Synergy_ZIP=2.20, Synergy_Bliss=-1.03, Synergy_Loewe=-11.3, Synergy_HSA=-0.420. (3) Drug 1: C1C(C(OC1N2C=NC3=C2NC=NCC3O)CO)O. Drug 2: CCC1(C2=C(COC1=O)C(=O)N3CC4=CC5=C(C=CC(=C5CN(C)C)O)N=C4C3=C2)O.Cl. Cell line: SF-539. Synergy scores: CSS=22.8, Synergy_ZIP=3.30, Synergy_Bliss=8.18, Synergy_Loewe=-36.3, Synergy_HSA=2.93. (4) Drug 1: CCCS(=O)(=O)NC1=C(C(=C(C=C1)F)C(=O)C2=CNC3=C2C=C(C=N3)C4=CC=C(C=C4)Cl)F. Drug 2: CC1CCCC2(C(O2)CC(NC(=O)CC(C(C(=O)C(C1O)C)(C)C)O)C(=CC3=CSC(=N3)C)C)C. Cell line: OVCAR3. Synergy scores: CSS=7.58, Synergy_ZIP=1.09, Synergy_Bliss=1.29, Synergy_Loewe=-3.10, Synergy_HSA=-0.864. (5) Drug 1: CC=C1C(=O)NC(C(=O)OC2CC(=O)NC(C(=O)NC(CSSCCC=C2)C(=O)N1)C(C)C)C(C)C. Drug 2: C1CCC(C(C1)N)N.C(=O)(C(=O)[O-])[O-].[Pt+4]. Cell line: SK-OV-3. Synergy scores: CSS=61.7, Synergy_ZIP=-2.92, Synergy_Bliss=-0.998, Synergy_Loewe=-52.7, Synergy_HSA=0.752. (6) Drug 1: CC1C(C(=O)NC(C(=O)N2CCCC2C(=O)N(CC(=O)N(C(C(=O)O1)C(C)C)C)C)C(C)C)NC(=O)C3=C4C(=C(C=C3)C)OC5=C(C(=O)C(=C(C5=N4)C(=O)NC6C(OC(=O)C(N(C(=O)CN(C(=O)C7CCCN7C(=O)C(NC6=O)C(C)C)C)C)C(C)C)C)N)C. Drug 2: C(=O)(N)NO. Cell line: A498. Synergy scores: CSS=7.40, Synergy_ZIP=-0.782, Synergy_Bliss=4.32, Synergy_Loewe=-1.79, Synergy_HSA=1.58.